From a dataset of Peptide-MHC class I binding affinity with 185,985 pairs from IEDB/IMGT. Regression. Given a peptide amino acid sequence and an MHC pseudo amino acid sequence, predict their binding affinity value. This is MHC class I binding data. The binding affinity (normalized) is 0. The peptide sequence is RGKLKRRAI. The MHC is HLA-B54:01 with pseudo-sequence HLA-B54:01.